Dataset: NCI-60 drug combinations with 297,098 pairs across 59 cell lines. Task: Regression. Given two drug SMILES strings and cell line genomic features, predict the synergy score measuring deviation from expected non-interaction effect. (1) Drug 1: CS(=O)(=O)CCNCC1=CC=C(O1)C2=CC3=C(C=C2)N=CN=C3NC4=CC(=C(C=C4)OCC5=CC(=CC=C5)F)Cl. Drug 2: CN1C2=C(C=C(C=C2)N(CCCl)CCCl)N=C1CCCC(=O)O.Cl. Cell line: HS 578T. Synergy scores: CSS=2.20, Synergy_ZIP=-0.998, Synergy_Bliss=-0.274, Synergy_Loewe=-2.08, Synergy_HSA=-1.02. (2) Drug 1: C1=CC(=C2C(=C1NCCNCCO)C(=O)C3=C(C=CC(=C3C2=O)O)O)NCCNCCO. Drug 2: C1CCC(CC1)NC(=O)N(CCCl)N=O. Cell line: NCI/ADR-RES. Synergy scores: CSS=13.9, Synergy_ZIP=-2.41, Synergy_Bliss=-0.380, Synergy_Loewe=-3.40, Synergy_HSA=-0.590.